From a dataset of Catalyst prediction with 721,799 reactions and 888 catalyst types from USPTO. Predict which catalyst facilitates the given reaction. (1) Reactant: C(C1C=CC(C(Cl)=O)=CC=1)CC.[CH3:13][O:14][C:15]1[CH:16]=[C:17]2[C:22](=[CH:23][C:24]=1[O:25][CH3:26])[N:21]=[CH:20][CH:19]=[C:18]2[O:27][C:28]1[CH:34]=[CH:33][C:31]([NH2:32])=[C:30]([F:35])[CH:29]=1.[CH2:36]([C:39]1[CH:44]=[CH:43][C:42]([C:45]([N:47]=[C:48]=[S:49])=[O:46])=[CH:41][CH:40]=1)[CH2:37][CH3:38]. Product: [CH2:36]([C:39]1[CH:44]=[CH:43][C:42]([C:45]([N:47]=[C:48]=[S:49])=[O:46])=[CH:41][CH:40]=1)[CH2:37][CH3:38].[CH3:13][O:14][C:15]1[CH:16]=[C:17]2[C:22](=[CH:23][C:24]=1[O:25][CH3:26])[N:21]=[CH:20][CH:19]=[C:18]2[O:27][C:28]1[CH:34]=[CH:33][C:31]([NH:32][C:48]([NH:47][C:45](=[O:46])[C:42]2[CH:43]=[CH:44][C:39]([CH2:36][CH2:37][CH3:38])=[CH:40][CH:41]=2)=[S:49])=[C:30]([F:35])[CH:29]=1. The catalyst class is: 234. (2) Reactant: [NH:1]1[CH2:6][CH2:5][O:4][CH2:3][CH2:2]1.[F:7][C:8]([F:19])([F:18])[C:9](O[C:9](=[O:10])[C:8]([F:19])([F:18])[F:7])=[O:10]. Product: [F:7][C:8]([F:19])([F:18])[C:9]([N:1]1[CH2:6][CH2:5][O:4][CH2:3][CH2:2]1)=[O:10]. The catalyst class is: 757. (3) Reactant: O[C:2]1([C:8]2[S:12][C:11]3[CH:13]=[CH:14][CH:15]=[CH:16][C:10]=3[C:9]=2[CH2:17][CH3:18])[CH2:7][CH2:6][NH:5][CH2:4][CH2:3]1.[O:19]1[CH2:21][C@H:20]1[CH2:22][O:23][C:24]1[C:32]2[CH2:31][CH2:30][O:29][C:28]=2[CH:27]=[CH:26][CH:25]=1. Product: [O:29]1[CH2:30][CH2:31][C:32]2[C:24]([O:23][CH2:22][C@@H:20]([OH:19])[CH2:21][N:5]3[CH2:6][CH2:7][CH:2]([C:8]4[S:12][C:11]5[CH:13]=[CH:14][CH:15]=[CH:16][C:10]=5[C:9]=4[CH2:17][CH3:18])[CH2:3][CH2:4]3)=[CH:25][CH:26]=[CH:27][C:28]1=2. The catalyst class is: 5. (4) Reactant: S(Cl)([Cl:3])=O.[Cl:5][C:6]1[C:11]([CH2:12]O)=[CH:10][C:9]([CH3:14])=[CH:8][N:7]=1. Product: [Cl:5][C:6]1[C:11]([CH2:12][Cl:3])=[CH:10][C:9]([CH3:14])=[CH:8][N:7]=1. The catalyst class is: 2. (5) Reactant: [F:1][C:2]1[CH:7]=[CH:6][CH:5]=[C:4]([C:8]#[C:9][Si](C)(C)C)[C:3]=1[CH2:14][C:15]([O:17]CC)=[O:16]. Product: [C:8]([C:4]1[CH:5]=[CH:6][CH:7]=[C:2]([F:1])[C:3]=1[CH2:14][C:15]([OH:17])=[O:16])#[CH:9]. The catalyst class is: 562. (6) Reactant: Br[C:2]1[CH:3]=[C:4]([N:22]([CH:25]2[CH2:29][CH2:28][CH2:27][CH2:26]2)[CH2:23][CH3:24])[C:5]([CH3:21])=[C:6]([CH:20]=1)[C:7]([NH:9][CH2:10][C:11]1[C:12](=[O:19])[NH:13][C:14]([CH3:18])=[CH:15][C:16]=1[CH3:17])=[O:8].[O:30]1[CH2:35][CH2:34][N:33]([CH2:36][C:37]2[CH:42]=[CH:41][C:40](B(O)O)=[CH:39][CH:38]=2)[CH2:32][CH2:31]1.C([O-])([O-])=O.[Na+].[Na+]. Product: [CH:25]1([N:22]([CH2:23][CH3:24])[C:4]2[C:5]([CH3:21])=[C:6]([C:7]([NH:9][CH2:10][C:11]3[C:12](=[O:19])[NH:13][C:14]([CH3:18])=[CH:15][C:16]=3[CH3:17])=[O:8])[CH:20]=[C:2]([C:40]3[CH:39]=[CH:38][C:37]([CH2:36][N:33]4[CH2:34][CH2:35][O:30][CH2:31][CH2:32]4)=[CH:42][CH:41]=3)[CH:3]=2)[CH2:29][CH2:28][CH2:27][CH2:26]1. The catalyst class is: 70.